Dataset: NCI-60 drug combinations with 297,098 pairs across 59 cell lines. Task: Regression. Given two drug SMILES strings and cell line genomic features, predict the synergy score measuring deviation from expected non-interaction effect. (1) Drug 1: C1=NC2=C(N1)C(=S)N=C(N2)N. Drug 2: CN(CCCl)CCCl.Cl. Cell line: UACC62. Synergy scores: CSS=26.8, Synergy_ZIP=-4.84, Synergy_Bliss=-3.71, Synergy_Loewe=-7.31, Synergy_HSA=-3.63. (2) Drug 1: CCCS(=O)(=O)NC1=C(C(=C(C=C1)F)C(=O)C2=CNC3=C2C=C(C=N3)C4=CC=C(C=C4)Cl)F. Drug 2: CCCS(=O)(=O)NC1=C(C(=C(C=C1)F)C(=O)C2=CNC3=C2C=C(C=N3)C4=CC=C(C=C4)Cl)F. Cell line: OVCAR-8. Synergy scores: CSS=2.06, Synergy_ZIP=2.16, Synergy_Bliss=5.78, Synergy_Loewe=2.63, Synergy_HSA=2.47. (3) Drug 1: CC12CCC3C(C1CCC2=O)CC(=C)C4=CC(=O)C=CC34C. Drug 2: COCCOC1=C(C=C2C(=C1)C(=NC=N2)NC3=CC=CC(=C3)C#C)OCCOC.Cl. Cell line: SK-MEL-2. Synergy scores: CSS=41.5, Synergy_ZIP=0.487, Synergy_Bliss=-0.987, Synergy_Loewe=-2.43, Synergy_HSA=-2.45. (4) Drug 1: CC1OCC2C(O1)C(C(C(O2)OC3C4COC(=O)C4C(C5=CC6=C(C=C35)OCO6)C7=CC(=C(C(=C7)OC)O)OC)O)O. Drug 2: C1=CC=C(C=C1)NC(=O)CCCCCCC(=O)NO. Cell line: OVCAR-8. Synergy scores: CSS=38.8, Synergy_ZIP=-5.93, Synergy_Bliss=-1.22, Synergy_Loewe=-15.3, Synergy_HSA=2.31. (5) Drug 1: CC(CN1CC(=O)NC(=O)C1)N2CC(=O)NC(=O)C2. Drug 2: CCC(=C(C1=CC=CC=C1)C2=CC=C(C=C2)OCCN(C)C)C3=CC=CC=C3.C(C(=O)O)C(CC(=O)O)(C(=O)O)O. Cell line: UO-31. Synergy scores: CSS=12.1, Synergy_ZIP=-6.25, Synergy_Bliss=-4.37, Synergy_Loewe=-0.670, Synergy_HSA=-0.396. (6) Drug 1: COC1=C(C=C2C(=C1)N=CN=C2NC3=CC(=C(C=C3)F)Cl)OCCCN4CCOCC4. Drug 2: CC1C(C(CC(O1)OC2CC(OC(C2O)C)OC3=CC4=CC5=C(C(=O)C(C(C5)C(C(=O)C(C(C)O)O)OC)OC6CC(C(C(O6)C)O)OC7CC(C(C(O7)C)O)OC8CC(C(C(O8)C)O)(C)O)C(=C4C(=C3C)O)O)O)O. Cell line: LOX IMVI. Synergy scores: CSS=11.6, Synergy_ZIP=7.41, Synergy_Bliss=12.4, Synergy_Loewe=12.8, Synergy_HSA=13.1. (7) Drug 1: C1=NC2=C(N=C(N=C2N1C3C(C(C(O3)CO)O)F)Cl)N. Drug 2: CC1=C2C(C(=O)C3(C(CC4C(C3C(C(C2(C)C)(CC1OC(=O)C(C(C5=CC=CC=C5)NC(=O)OC(C)(C)C)O)O)OC(=O)C6=CC=CC=C6)(CO4)OC(=O)C)O)C)O. Cell line: ACHN. Synergy scores: CSS=12.5, Synergy_ZIP=-7.46, Synergy_Bliss=-3.00, Synergy_Loewe=-4.17, Synergy_HSA=-3.59. (8) Drug 1: CC1=C(C(CCC1)(C)C)C=CC(=CC=CC(=CC(=O)O)C)C. Drug 2: C1CCC(C(C1)N)N.C(=O)(C(=O)[O-])[O-].[Pt+4]. Cell line: KM12. Synergy scores: CSS=16.7, Synergy_ZIP=-1.79, Synergy_Bliss=7.74, Synergy_Loewe=-5.21, Synergy_HSA=2.03. (9) Drug 1: C1=NC2=C(N=C(N=C2N1C3C(C(C(O3)CO)O)F)Cl)N. Drug 2: CC1=C(N=C(N=C1N)C(CC(=O)N)NCC(C(=O)N)N)C(=O)NC(C(C2=CN=CN2)OC3C(C(C(C(O3)CO)O)O)OC4C(C(C(C(O4)CO)O)OC(=O)N)O)C(=O)NC(C)C(C(C)C(=O)NC(C(C)O)C(=O)NCCC5=NC(=CS5)C6=NC(=CS6)C(=O)NCCC[S+](C)C)O. Cell line: DU-145. Synergy scores: CSS=33.1, Synergy_ZIP=-5.83, Synergy_Bliss=-3.36, Synergy_Loewe=-1.38, Synergy_HSA=0.193. (10) Drug 1: C1=CC(=CC=C1C#N)C(C2=CC=C(C=C2)C#N)N3C=NC=N3. Drug 2: C1C(C(OC1N2C=C(C(=O)NC2=O)F)CO)O. Cell line: CCRF-CEM. Synergy scores: CSS=39.5, Synergy_ZIP=-1.18, Synergy_Bliss=-7.45, Synergy_Loewe=-21.5, Synergy_HSA=-6.98.